From a dataset of Reaction yield outcomes from USPTO patents with 853,638 reactions. Predict the reaction yield, written as a fraction of the theoretical maximum amount of product (1.0 means a 100% yield; for example, 0.34 means a 34% yield). (1) The reactants are [NH2:1][C:2]1[CH:3]=[C:4]([C:8]2[C:12]([C:13]3[CH:18]=[CH:17][N:16]=[C:15]([NH:19][CH2:20][CH3:21])[N:14]=3)=[CH:11][N:10]([CH2:22][C:23]3[CH:28]=[CH:27][C:26]([O:29][CH3:30])=[CH:25][CH:24]=3)[N:9]=2)[CH:5]=[CH:6][CH:7]=1.[F:31][C:32]1[CH:37]=[CH:36][C:35]([F:38])=[CH:34][C:33]=1[S:39](Cl)(=[O:41])=[O:40].[Na]. The catalyst is N1C=CC=CC=1. The product is [CH2:20]([NH:19][C:15]1[N:14]=[C:13]([C:12]2[C:8]([C:4]3[CH:3]=[C:2]([NH:1][S:39]([C:33]4[CH:34]=[C:35]([F:38])[CH:36]=[CH:37][C:32]=4[F:31])(=[O:41])=[O:40])[CH:7]=[CH:6][CH:5]=3)=[N:9][N:10]([CH2:22][C:23]3[CH:24]=[CH:25][C:26]([O:29][CH3:30])=[CH:27][CH:28]=3)[CH:11]=2)[CH:18]=[CH:17][N:16]=1)[CH3:21]. The yield is 0.910. (2) The reactants are [F:1][C:2]1[CH:3]=[CH:4][C:5]([CH2:8][O:9][C:10]2[CH:15]=[CH:14][NH:13][C:12](=[O:16])[CH:11]=2)=[N:6][CH:7]=1.Br[C:18]1[CH:19]=[CH:20][C:21]2[C:22]3[CH2:31][N:30]([C:32]([O:34][C:35]([CH3:38])([CH3:37])[CH3:36])=[O:33])[CH2:29][CH2:28][C:23]=3[N:24]([CH3:27])[C:25]=2[CH:26]=1. No catalyst specified. The product is [F:1][C:2]1[CH:3]=[CH:4][C:5]([CH2:8][O:9][C:10]2[CH:15]=[CH:14][N:13]([C:18]3[CH:19]=[CH:20][C:21]4[C:22]5[CH2:31][N:30]([C:32]([O:34][C:35]([CH3:38])([CH3:37])[CH3:36])=[O:33])[CH2:29][CH2:28][C:23]=5[N:24]([CH3:27])[C:25]=4[CH:26]=3)[C:12](=[O:16])[CH:11]=2)=[N:6][CH:7]=1. The yield is 0.660. (3) The reactants are CN1CCOCC1.F[P-](F)(F)(F)(F)F.N1(OC(N(C)C)=[N+](C)C)C2C=CC=CC=2N=N1.O.ON1C2C=CC=CC=2N=N1.[CH2:43]([N:46]1[CH2:51][CH2:50][N:49]([C:52]2[CH:60]=[CH:59][C:55]([C:56]([OH:58])=O)=[CH:54][CH:53]=2)[CH2:48][CH2:47]1)[CH2:44][CH3:45].Cl.[NH2:62][C@@H:63]([CH2:75][CH:76]([CH3:78])[CH3:77])[C:64]([N:66]1[CH2:70][CH2:69][C@H:68]2[O:71][CH2:72][C@H:73]([OH:74])[C@@H:67]12)=[O:65]. The catalyst is CN(C)C=O. The product is [OH:74][C@@H:73]1[C@H:67]2[N:66]([C:64](=[O:65])[C@@H:63]([NH:62][C:56](=[O:58])[C:55]3[CH:54]=[CH:53][C:52]([N:49]4[CH2:48][CH2:47][N:46]([CH2:43][CH2:44][CH3:45])[CH2:51][CH2:50]4)=[CH:60][CH:59]=3)[CH2:75][CH:76]([CH3:78])[CH3:77])[CH2:70][CH2:69][C@H:68]2[O:71][CH2:72]1. The yield is 0.910. (4) The reactants are C[O:2][C:3]([C:5]1[S:6][C:7]([C:25]#[C:26][C:27]([CH3:30])([CH3:29])[CH3:28])=[CH:8][C:9]=1[N:10]([C@H:20]1[CH2:23][C@@H:22]([OH:24])[CH2:21]1)[C:11]([C@H:13]1[CH2:18][CH2:17][C@H:16]([CH3:19])[CH2:15][CH2:14]1)=[O:12])=[O:4].C1COCC1.CO.[OH-].[Li+]. The catalyst is O. The product is [CH3:29][C:27]([CH3:28])([CH3:30])[C:26]#[C:25][C:7]1[S:6][C:5]([C:3]([OH:4])=[O:2])=[C:9]([N:10]([C@H:20]2[CH2:21][C@@H:22]([OH:24])[CH2:23]2)[C:11]([CH:13]2[CH2:18][CH2:17][CH:16]([CH3:19])[CH2:15][CH2:14]2)=[O:12])[CH:8]=1. The yield is 0.740. (5) The reactants are [OH-].[Na+].C[O:4][C:5](=[O:15])[C:6]1[CH:11]=[CH:10][CH:9]=[C:8]([CH2:12][O:13][CH3:14])[CH:7]=1. The catalyst is CO.O1CCCC1. The product is [CH3:14][O:13][CH2:12][C:8]1[CH:7]=[C:6]([CH:11]=[CH:10][CH:9]=1)[C:5]([OH:15])=[O:4]. The yield is 0.980. (6) The reactants are [NH2:1][C:2]1[CH:6]=CNN=1.CO[C:9]([C:11]1[C:19]2[C:14](=[CH:15][CH:16]=[CH:17][CH:18]=2)[N:13]([CH2:20][CH3:21])[CH:12]=1)=[O:10]. No catalyst specified. The product is [CH2:20]([N:13]1[C:14]2[C:19](=[CH:18][CH:17]=[CH:16][CH:15]=2)[C:11]([C:9](=[O:10])[CH2:6][C:2]#[N:1])=[CH:12]1)[CH3:21]. The yield is 0.910. (7) The reactants are [C:1]1(C)C=CC=CC=1.[CH3:8][C:9]1[CH:18]=[CH:17][C:16]2[C:11](=[CH:12][CH:13]=[CH:14][C:15]=2[N:19]2[CH2:24][CH2:23][N:22]([CH2:25][CH2:26][C:27]([C:29]3[CH:30]=[CH:31][C:32]4[O:37][CH2:36][C:35](=[O:38])[NH:34][C:33]=4[CH:39]=3)=O)[CH2:21][CH2:20]2)[N:10]=1. The catalyst is C1COCC1.[CH3-].C[Al+]C.[CH-]1C=CC=C1.[CH-]1C=CC=C1.[Cl-].[Ti+3]. The product is [CH3:8][C:9]1[CH:18]=[CH:17][C:16]2[C:11](=[CH:12][CH:13]=[CH:14][C:15]=2[N:19]2[CH2:24][CH2:23][N:22]([CH2:25][CH2:26][C:27]([C:29]3[CH:30]=[CH:31][C:32]4[O:37][CH2:36][C:35](=[O:38])[NH:34][C:33]=4[CH:39]=3)=[CH2:1])[CH2:21][CH2:20]2)[N:10]=1. The yield is 0.260.